Dataset: Forward reaction prediction with 1.9M reactions from USPTO patents (1976-2016). Task: Predict the product of the given reaction. (1) Given the reactants Cl[C:2]1[CH:15]=[CH:14][C:13]2[C:4](=[CH:5][C:6]3[C:11]([CH:12]=2)=[CH:10][CH:9]=[CH:8][CH:7]=3)[CH:3]=1.[C:16]1(B(O)O)[CH:21]=[CH:20][CH:19]=[CH:18][CH:17]=1.P([O-])([O-])([O-])=O.[K+].[K+].[K+], predict the reaction product. The product is: [C:16]1([C:2]2[CH:15]=[CH:14][C:13]3[C:4](=[CH:5][C:6]4[C:11]([CH:12]=3)=[CH:10][CH:9]=[CH:8][CH:7]=4)[CH:3]=2)[CH:21]=[CH:20][CH:19]=[CH:18][CH:17]=1. (2) The product is: [ClH:40].[F:36][C:2]([F:1])([F:37])[C:3]1[CH:4]=[C:5]([CH2:13][O:14][C@@H:15]2[CH2:21][CH2:20][C@@H:19]3[NH:22][C@@:16]2([C:30]2[CH:31]=[CH:32][CH:33]=[CH:34][CH:35]=2)[CH2:17][C@@H:18]3[C:23]([O:25][CH3:26])=[O:24])[CH:6]=[C:7]([C:9]([F:10])([F:11])[F:12])[CH:8]=1. Given the reactants [F:1][C:2]([F:37])([F:36])[C:3]1[CH:4]=[C:5]([CH2:13][O:14][C@@H:15]2[CH2:21][CH2:20][C@@H:19]3[NH:22][C@@:16]2([C:30]2[CH:35]=[CH:34][CH:33]=[CH:32][CH:31]=2)[CH2:17][C@@H:18]3[C:23]([O:25][C:26](C)(C)C)=[O:24])[CH:6]=[C:7]([C:9]([F:12])([F:11])[F:10])[CH:8]=1.CO.[ClH:40], predict the reaction product. (3) Given the reactants CC(C)([O-])C.[K+].C1(C)C(S([CH2:16][N+:17]#[C-])(=O)=O)=CC=CC=1.[CH3:20][C:21]1[CH:28]=[CH:27][C:24]([CH:25]=O)=[C:23]([O:29][CH2:30][C:31]2[CH:36]=[CH:35][C:34]([O:37][CH2:38][C:39]3[N:40]=[C:41]([C:45]4[CH:50]=[CH:49][CH:48]=[CH:47][CH:46]=4)[O:42][C:43]=3[CH3:44])=[CH:33][CH:32]=2)[N:22]=1.CO, predict the reaction product. The product is: [CH3:20][C:21]1[N:22]=[C:23]([O:29][CH2:30][C:31]2[CH:36]=[CH:35][C:34]([O:37][CH2:38][C:39]3[N:40]=[C:41]([C:45]4[CH:50]=[CH:49][CH:48]=[CH:47][CH:46]=4)[O:42][C:43]=3[CH3:44])=[CH:33][CH:32]=2)[C:24]([CH2:25][C:16]#[N:17])=[CH:27][CH:28]=1. (4) Given the reactants [CH3:1][C@@:2]1([OH:22])[C@H:6]([OH:7])[C@@H:5]([CH2:8][OH:9])[O:4][C@H:3]1[N:10]1[C:14]2[N:15]=[CH:16][N:17]=[C:18]([NH2:19])[C:13]=2[C:12]([C:20]#[CH:21])=[CH:11]1.[H][H], predict the reaction product. The product is: [CH3:1][C@@:2]1([OH:22])[C@H:6]([OH:7])[C@@H:5]([CH2:8][OH:9])[O:4][C@H:3]1[N:10]1[C:14]2[N:15]=[CH:16][N:17]=[C:18]([NH2:19])[C:13]=2[C:12]([CH:20]=[CH2:21])=[CH:11]1. (5) Given the reactants I[C:2]1[N:3]=[C:4]([CH3:16])[N:5]([C:8]2[CH:13]=[N:12][N:11]([CH3:14])[C:10](=[O:15])[CH:9]=2)[C:6]=1[CH3:7].[C:17]([C:19]1[CH:24]=[CH:23][CH:22]=[C:21]([CH3:25])[CH:20]=1)#[CH:18], predict the reaction product. The product is: [CH3:16][C:4]1[N:5]([C:8]2[CH:13]=[N:12][N:11]([CH3:14])[C:10](=[O:15])[CH:9]=2)[C:6]([CH3:7])=[C:2]([C:18]#[C:17][C:19]2[CH:20]=[C:21]([CH3:25])[CH:22]=[CH:23][CH:24]=2)[N:3]=1. (6) Given the reactants [CH3:1][O:2][C:3]1[C:8]([CH3:9])=[CH:7][C:6]([NH:10][C:11]2([CH2:15][C:16]([O:18]CC)=[O:17])[CH2:14][CH2:13][CH2:12]2)=[CH:5][C:4]=1[CH3:21].[OH-].[Na+], predict the reaction product. The product is: [CH3:1][O:2][C:3]1[C:8]([CH3:9])=[CH:7][C:6]([NH:10][C:11]2([CH2:15][C:16]([OH:18])=[O:17])[CH2:14][CH2:13][CH2:12]2)=[CH:5][C:4]=1[CH3:21]. (7) Given the reactants [NH2:1][CH2:2][C:3]1[N:4]([CH2:22][CH:23]([CH3:25])[CH3:24])[C:5](=[O:21])[C:6]2[C:11]([C:12]=1[C:13]1[CH:18]=[CH:17][CH:16]=[CH:15][CH:14]=1)=[CH:10][C:9]([C:19]#[N:20])=[CH:8][CH:7]=2.CS(C)=[O:28], predict the reaction product. The product is: [NH2:1][CH2:2][C:3]1[N:4]([CH2:22][CH:23]([CH3:25])[CH3:24])[C:5](=[O:21])[C:6]2[C:11]([C:12]=1[C:13]1[CH:18]=[CH:17][CH:16]=[CH:15][CH:14]=1)=[CH:10][C:9]([C:19]([NH2:20])=[O:28])=[CH:8][CH:7]=2. (8) Given the reactants [CH:10]1[N:11]=[CH:12][N:8](C([N:8]2[CH:12]=[N:11][CH:10]=[CH:9]2)=S)[CH:9]=1.[F:13][CH:14]1[CH2:19][CH2:18][N:17]([CH2:20][CH2:21]CCN)[CH2:16][CH2:15]1.[F:25][C:26]1[CH:44]=[CH:43][CH:42]=[CH:41][C:27]=1[C:28]([NH:30][C:31]1[CH:36]=[CH:35][C:34]([C:37]([NH:39]N)=[O:38])=[CH:33][CH:32]=1)=[O:29].Cl.CN(C)CCCN=C=NCC, predict the reaction product. The product is: [F:25][C:26]1[CH:44]=[CH:43][CH:42]=[CH:41][C:27]=1[C:28]([NH:30][C:31]1[CH:32]=[CH:33][C:34]([C:37]2[O:38][C:12]([NH:11][CH2:10][CH2:9][CH2:21][CH2:20][N:17]3[CH2:16][CH2:15][CH:14]([F:13])[CH2:19][CH2:18]3)=[N:8][N:39]=2)=[CH:35][CH:36]=1)=[O:29].